The task is: Predict the product of the given reaction.. This data is from Forward reaction prediction with 1.9M reactions from USPTO patents (1976-2016). (1) Given the reactants [O:1]=[C:2]([C:6]1[CH:11]=[CH:10][CH:9]=[CH:8][CH:7]=1)[CH2:3][C:4]#[N:5].[CH3:12][O:13][C:14]1[CH:20]=[C:19]([O:21][CH3:22])[CH:18]=[CH:17][C:15]=1[NH2:16], predict the reaction product. The product is: [CH3:12][O:13][C:14]1[CH:20]=[C:19]([O:21][CH3:22])[CH:18]=[CH:17][C:15]=1[NH:16][C:4](=[NH:5])[CH2:3][C:2](=[O:1])[C:6]1[CH:7]=[CH:8][CH:9]=[CH:10][CH:11]=1. (2) The product is: [CH2:7]([N:14]1[CH:18]=[C:17]([CH2:19][OH:20])[CH:16]=[N:15]1)[C:8]1[CH:9]=[CH:10][CH:11]=[CH:12][CH:13]=1. Given the reactants [H-].[Al+3].[Li+].[H-].[H-].[H-].[CH2:7]([N:14]1[CH:18]=[C:17]([C:19](OCC)=[O:20])[CH:16]=[N:15]1)[C:8]1[CH:13]=[CH:12][CH:11]=[CH:10][CH:9]=1, predict the reaction product.